This data is from Reaction yield outcomes from USPTO patents with 853,638 reactions. The task is: Predict the reaction yield, written as a fraction of the theoretical maximum amount of product (1.0 means a 100% yield; for example, 0.34 means a 34% yield). The reactants are [H-].[Na+].[OH:3][C:4]1[CH:5]=[C:6]2[C:10](=[CH:11][CH:12]=1)[C:9](=[O:13])[NH:8][C:7]2=[O:14].F[C:16]1[CH:21]=[CH:20][C:19]([N+:22]([O-:24])=[O:23])=[CH:18][CH:17]=1. The catalyst is CN(C=O)C.O. The product is [N+:22]([C:19]1[CH:20]=[CH:21][C:16]([O:3][C:4]2[CH:5]=[C:6]3[C:10](=[CH:11][CH:12]=2)[C:9](=[O:13])[NH:8][C:7]3=[O:14])=[CH:17][CH:18]=1)([O-:24])=[O:23]. The yield is 0.620.